From a dataset of Catalyst prediction with 721,799 reactions and 888 catalyst types from USPTO. Predict which catalyst facilitates the given reaction. (1) Reactant: [OH:1][CH2:2][C:3]([CH2:10][OH:11])([CH2:7][CH:8]=[CH2:9])[CH2:4][CH:5]=[CH2:6].C(OC)(OC)OC.[CH3:19][C:20]([CH3:22])=O. Product: [CH2:4]([C:3]1([CH2:7][CH:8]=[CH2:9])[CH2:10][O:11][C:20]([CH3:22])([CH3:19])[O:1][CH2:2]1)[CH:5]=[CH2:6]. The catalyst class is: 65. (2) Reactant: C([O:3][C:4](=[O:44])[CH:5]([C:10]1[CH:11]=[C:12]([C:34]2[CH:39]=[CH:38][C:37]([C:40]([F:43])([F:42])[F:41])=[CH:36][CH:35]=2)[CH:13]=[C:14]([CH:16]2[CH2:21][CH2:20][CH2:19][N:18]([CH2:22][C:23]3[CH:28]=[CH:27][C:26]([N:29]4[CH:33]=[CH:32][CH:31]=[CH:30]4)=[CH:25][CH:24]=3)[CH2:17]2)[CH:15]=1)[CH2:6][CH:7]([CH3:9])[CH3:8])C.[OH-].[K+]. Product: [CH3:8][CH:7]([CH3:9])[CH2:6][CH:5]([C:10]1[CH:11]=[C:12]([C:34]2[CH:39]=[CH:38][C:37]([C:40]([F:43])([F:41])[F:42])=[CH:36][CH:35]=2)[CH:13]=[C:14]([CH:16]2[CH2:21][CH2:20][CH2:19][N:18]([CH2:22][C:23]3[CH:28]=[CH:27][C:26]([N:29]4[CH:33]=[CH:32][CH:31]=[CH:30]4)=[CH:25][CH:24]=3)[CH2:17]2)[CH:15]=1)[C:4]([OH:44])=[O:3]. The catalyst class is: 14. (3) Reactant: [O:1]1[CH2:5][CH2:4][C@H:3]([NH:6][C:7]2[CH:14]=[C:13]([N:15]3[C:23]4[CH2:22][C:21]([CH3:25])([CH3:24])[CH2:20][C:19](=[O:26])[C:18]=4[C:17]([CH3:27])=[CH:16]3)[CH:12]=[CH:11][C:8]=2[C:9]#[N:10])[CH2:2]1.[OH-:28].[Na+].OO.[NH4+].[Cl-]. Product: [O:1]1[CH2:5][CH2:4][CH:3]([NH:6][C:7]2[CH:14]=[C:13]([N:15]3[C:23]4[CH2:22][C:21]([CH3:24])([CH3:25])[CH2:20][C:19](=[O:26])[C:18]=4[C:17]([CH3:27])=[CH:16]3)[CH:12]=[CH:11][C:8]=2[C:9]([NH2:10])=[O:28])[CH2:2]1. The catalyst class is: 593. (4) Reactant: [ClH:1].[OH2:2].O.O.CN(C)C=[O:8].[CH3:10][CH2:11][C:12]1[C:21]2[CH2:22][N:23]3[C:28](=[O:29])[C:27]4[CH2:30][O:31][C:32]([C@:34]([OH:37])([CH2:35][CH3:36])[C:26]=4[CH:25]=[C:24]3[C:20]=2[N:19]=[C:18]2[C:13]=1[CH:14]=[C:15]([O:38][C:39]([N:41]1[CH2:46][CH2:45][CH:44]([N:47]3[CH2:52][CH2:51][CH2:50][CH2:49][CH2:48]3)[CH2:43][CH2:42]1)=[O:40])[CH:16]=[CH:17]2)=[O:33]. Product: [CH3:10][CH2:11][C:12]1[C:21]2[CH2:22][N:23]3[C:28](=[O:29])[C:27]4[CH2:30][O:31][C:32]([C@:34]([OH:37])([CH2:35][CH3:36])[C:26]=4[CH:25]=[C:24]3[C:20]=2[N:19]=[C:18]2[C:13]=1[CH:14]=[C:15]([O:38][C:39]([N:41]1[CH2:42][CH2:43][CH:44]([N:47]3[CH2:52][CH2:51][CH2:50][CH2:49][CH2:48]3)[CH2:45][CH2:46]1)=[O:40])[CH:16]=[CH:17]2)=[O:33].[OH2:8].[OH2:2].[OH2:8].[ClH:1]. The catalyst class is: 194.